This data is from Catalyst prediction with 721,799 reactions and 888 catalyst types from USPTO. The task is: Predict which catalyst facilitates the given reaction. (1) Reactant: Br[C:2]1[C:3]([O:16][CH3:17])=[C:4]([C:12]([O:14][CH3:15])=[O:13])[C:5]2[N:6]=[CH:7][CH:8]=[N:9][C:10]=2[CH:11]=1.C([Sn](CCCC)(CCCC)[C:23]1[O:24][CH:25]=[CH:26][N:27]=1)CCC. Product: [CH3:17][O:16][C:3]1[C:2]([C:23]2[O:24][CH:25]=[CH:26][N:27]=2)=[CH:11][C:10]2[N:9]=[CH:8][CH:7]=[N:6][C:5]=2[C:4]=1[C:12]([O:14][CH3:15])=[O:13]. The catalyst class is: 660. (2) Reactant: [CH:1]1([CH:4]([C:9]2[CH:14]=[CH:13][CH:12]=[C:11]([OH:15])[CH:10]=2)[CH2:5][C:6]([OH:8])=[O:7])[CH2:3][CH2:2]1.S(=O)(=O)(O)O.[C:21](=O)([O-])O.[Na+]. Product: [CH:1]1([CH:4]([C:9]2[CH:14]=[CH:13][CH:12]=[C:11]([OH:15])[CH:10]=2)[CH2:5][C:6]([O:8][CH3:21])=[O:7])[CH2:3][CH2:2]1. The catalyst class is: 5. (3) Reactant: [BH4-].[Na+].[F:3][C:4]1[C:9]([F:10])=[CH:8][CH:7]=[CH:6][C:5]=1[C@@H:11]1[CH2:20][CH2:19][C:18](=[O:21])[C:14]2[N:15]=[CH:16][S:17][C:13]=2[C@H:12]1[NH:22][C:23](=[O:29])[O:24][C:25]([CH3:28])([CH3:27])[CH3:26]. Product: [F:3][C:4]1[C:9]([F:10])=[CH:8][CH:7]=[CH:6][C:5]=1[C@@H:11]1[CH2:20][CH2:19][C@@H:18]([OH:21])[C:14]2[N:15]=[CH:16][S:17][C:13]=2[C@H:12]1[NH:22][C:23](=[O:29])[O:24][C:25]([CH3:27])([CH3:26])[CH3:28]. The catalyst class is: 5. (4) Reactant: C(OC([N:8]1[CH2:13][CH2:12][CH:11]([N:14]2[C:18]3=[N:19][C:20]([C:29]4[CH:34]=[CH:33][C:32]([NH:35][C:36]([NH:38][CH3:39])=[O:37])=[CH:31][CH:30]=4)=[N:21][C:22]([N:23]4[CH2:28][CH2:27][O:26][CH2:25][CH2:24]4)=[C:17]3[CH:16]=[N:15]2)[CH2:10][CH2:9]1)=O)(C)(C)C.C(O)(C(F)(F)F)=O. Product: [CH3:39][NH:38][C:36]([NH:35][C:32]1[CH:31]=[CH:30][C:29]([C:20]2[N:19]=[C:18]3[N:14]([CH:11]4[CH2:12][CH2:13][NH:8][CH2:9][CH2:10]4)[N:15]=[CH:16][C:17]3=[C:22]([N:23]3[CH2:28][CH2:27][O:26][CH2:25][CH2:24]3)[N:21]=2)=[CH:34][CH:33]=1)=[O:37]. The catalyst class is: 2.